Task: Binary Classification. Given a T-cell receptor sequence (or CDR3 region) and an epitope sequence, predict whether binding occurs between them.. Dataset: TCR-epitope binding with 47,182 pairs between 192 epitopes and 23,139 TCRs (1) The epitope is ILGLPTQTV. The TCR CDR3 sequence is CASSQQSGEKPEQYF. Result: 1 (the TCR binds to the epitope). (2) The epitope is VLWAHGFEL. The TCR CDR3 sequence is CASSLGQGFGQPQHF. Result: 1 (the TCR binds to the epitope). (3) The epitope is IVTDFSVIK. The TCR CDR3 sequence is CASSLNRELTGNTIYF. Result: 1 (the TCR binds to the epitope). (4) The TCR CDR3 sequence is CASSYMSSGDTDTQYF. The epitope is KLWAQCVQL. Result: 1 (the TCR binds to the epitope). (5) The epitope is KLPDDFTGCV. The TCR CDR3 sequence is CASSQGIFAFQETQYF. Result: 1 (the TCR binds to the epitope). (6) The epitope is FPPTSFGPL. The TCR CDR3 sequence is CASSYGMGGALGDEQFF. Result: 0 (the TCR does not bind to the epitope). (7) The epitope is GMFNMLSTVLGVS. The TCR CDR3 sequence is CASSLNRASRDEQFF. Result: 0 (the TCR does not bind to the epitope).